Dataset: Reaction yield outcomes from USPTO patents with 853,638 reactions. Task: Predict the reaction yield, written as a fraction of the theoretical maximum amount of product (1.0 means a 100% yield; for example, 0.34 means a 34% yield). (1) The reactants are Br[C:2]1[CH:7]=[CH:6][CH:5]=[CH:4][N:3]=1.[Li]CCCC.[N:13]1([CH2:18][C:19](OCC)=[O:20])[CH:17]=[CH:16][CH:15]=[CH:14]1.[NH4+].[Cl-]. The catalyst is C1COCC1. The product is [N:3]1[CH:4]=[CH:5][CH:6]=[CH:7][C:2]=1[C:19](=[O:20])[CH2:18][N:13]1[CH:17]=[CH:16][CH:15]=[CH:14]1. The yield is 0.630. (2) The reactants are [C:1]1(/[CH:7]=[CH:8]/[C:9]([OH:11])=O)[CH:6]=[CH:5][CH:4]=[CH:3][CH:2]=1.CN(C)C=O.C(Cl)(=O)C(Cl)=O.[NH2:23][C:24]1[CH:45]=[CH:44][C:27]([O:28][C:29]2[CH:30]=[CH:31][C:32]3[N:33]([CH:35]=[C:36]([NH:38][C:39]([CH:41]4[CH2:43][CH2:42]4)=[O:40])[N:37]=3)[N:34]=2)=[CH:26][CH:25]=1. The catalyst is CN(C)C(=O)C.O1CCCC1. The product is [C:1]1(/[CH:7]=[CH:8]/[C:9]([NH:23][C:24]2[CH:45]=[CH:44][C:27]([O:28][C:29]3[CH:30]=[CH:31][C:32]4[N:33]([CH:35]=[C:36]([NH:38][C:39]([CH:41]5[CH2:42][CH2:43]5)=[O:40])[N:37]=4)[N:34]=3)=[CH:26][CH:25]=2)=[O:11])[CH:2]=[CH:3][CH:4]=[CH:5][CH:6]=1. The yield is 0.470. (3) The reactants are [OH2:1].[Cl:2][C:3]1[CH:4]=[C:5]([CH:8]=[CH:9][CH:10]=1)[CH:6]=[CH2:7].[OH-].[Na+]. The catalyst is C(Cl)Cl. The product is [Cl:2][C:3]1[CH:4]=[C:5]([CH:8]=[CH:9][CH:10]=1)[C@H:6]1[O:1][CH2:7]1. The yield is 0.920. (4) The reactants are Cl[CH2:2][C:3]1[CH:8]=[CH:7][C:6]([N+:9]([O-:11])=[O:10])=[C:5]([O:12][CH3:13])[CH:4]=1.[CH3:14][P:15]([O:19]CC)[O:16][CH2:17][CH3:18]. No catalyst specified. The product is [CH3:13][O:12][C:5]1[CH:4]=[C:3]([CH:8]=[CH:7][C:6]=1[N+:9]([O-:11])=[O:10])[CH2:2][CH2:14][PH:15](=[O:19])[O:16][CH2:17][CH3:18]. The yield is 0.430. (5) The reactants are Cl.[CH2:2]([O:4][C:5](=[O:8])[CH2:6][NH2:7])[CH3:3].[F:9][C:10]1[CH:15]=[CH:14][C:13]([S:16](Cl)(=[O:18])=[O:17])=[CH:12][CH:11]=1. The catalyst is C(Cl)(Cl)Cl.N1C=CC=CC=1. The product is [CH2:2]([O:4][C:5](=[O:8])[CH2:6][NH:7][S:16]([C:13]1[CH:14]=[CH:15][C:10]([F:9])=[CH:11][CH:12]=1)(=[O:18])=[O:17])[CH3:3]. The yield is 0.630. (6) The reactants are [O:1]1[C:5]2[CH:6]=[CH:7][CH:8]=[CH:9][C:4]=2[N:3]=[C:2]1[N:10]([CH2:23][C:24]1[CH:25]=[C:26]([CH:38]=[CH:39][CH:40]=1)[O:27][C@H:28]([CH2:36][CH3:37])[C:29]([O:31]CCCC)=[O:30])[CH2:11][CH2:12][CH2:13][O:14][C:15]1[CH:20]=[CH:19][C:18]([O:21][CH3:22])=[CH:17][CH:16]=1.[OH-].[Na+]. The catalyst is C(O)C. The product is [O:1]1[C:5]2[CH:6]=[CH:7][CH:8]=[CH:9][C:4]=2[N:3]=[C:2]1[N:10]([CH2:23][C:24]1[CH:25]=[C:26]([CH:38]=[CH:39][CH:40]=1)[O:27][C@H:28]([CH2:36][CH3:37])[C:29]([OH:31])=[O:30])[CH2:11][CH2:12][CH2:13][O:14][C:15]1[CH:16]=[CH:17][C:18]([O:21][CH3:22])=[CH:19][CH:20]=1. The yield is 1.00. (7) The reactants are [F:1][C:2]1[CH:3]=[CH:4][C:5]([C@@H:8]([NH:10][C:11]2[CH:16]=[CH:15][N:14]=[C:13]([NH:17][C:18]3[C:19]([O:24]C)=[N:20][CH:21]=[CH:22][CH:23]=3)[N:12]=2)[CH3:9])=[N:6][CH:7]=1. The yield is 0.380. The catalyst is Br.O. The product is [F:1][C:2]1[CH:3]=[CH:4][C:5]([C@@H:8]([NH:10][C:11]2[CH:16]=[CH:15][N:14]=[C:13]([NH:17][C:18]3[C:19](=[O:24])[NH:20][CH:21]=[CH:22][CH:23]=3)[N:12]=2)[CH3:9])=[N:6][CH:7]=1.